From a dataset of Catalyst prediction with 721,799 reactions and 888 catalyst types from USPTO. Predict which catalyst facilitates the given reaction. Reactant: [CH3:1][O:2][C:3]1[CH:4]=[C:5]([NH:11][C:12]2[C:13]3[CH2:22][O:21][CH2:20][C:14]=3[N:15]=[C:16](SC)[N:17]=2)[CH:6]=[C:7]([O:9][CH3:10])[CH:8]=1. Product: [CH3:1][O:2][C:3]1[CH:4]=[C:5]([NH:11][C:12]2[C:13]3[CH2:22][O:21][CH2:20][C:14]=3[N:15]=[CH:16][N:17]=2)[CH:6]=[C:7]([O:9][CH3:10])[CH:8]=1. The catalyst class is: 171.